Regression. Given two drug SMILES strings and cell line genomic features, predict the synergy score measuring deviation from expected non-interaction effect. From a dataset of NCI-60 drug combinations with 297,098 pairs across 59 cell lines. (1) Drug 1: CC(C1=C(C=CC(=C1Cl)F)Cl)OC2=C(N=CC(=C2)C3=CN(N=C3)C4CCNCC4)N. Drug 2: COC1=C2C(=CC3=C1OC=C3)C=CC(=O)O2. Cell line: DU-145. Synergy scores: CSS=10.2, Synergy_ZIP=2.87, Synergy_Bliss=10.6, Synergy_Loewe=6.63, Synergy_HSA=8.17. (2) Drug 1: CC1=CC2C(CCC3(C2CCC3(C(=O)C)OC(=O)C)C)C4(C1=CC(=O)CC4)C. Drug 2: C1=NC(=NC(=O)N1C2C(C(C(O2)CO)O)O)N. Cell line: SNB-75. Synergy scores: CSS=-7.86, Synergy_ZIP=3.81, Synergy_Bliss=-0.129, Synergy_Loewe=-2.21, Synergy_HSA=-5.68.